Dataset: CYP2C19 inhibition data for predicting drug metabolism from PubChem BioAssay. Task: Regression/Classification. Given a drug SMILES string, predict its absorption, distribution, metabolism, or excretion properties. Task type varies by dataset: regression for continuous measurements (e.g., permeability, clearance, half-life) or binary classification for categorical outcomes (e.g., BBB penetration, CYP inhibition). Dataset: cyp2c19_veith. (1) The result is 0 (non-inhibitor). The compound is CCCCCCCCCCCCCCCCCCOC[C@@H](COP(=O)([O-])OCC[N+](C)(C)C)OC. (2) The compound is O=C(NC1CCCCC1)C(c1cccs1)N(C(=O)C(F)(F)F)c1ccccc1. The result is 1 (inhibitor). (3) The drug is COC(=O)C1=C(C(=O)c2ccc(C)cc2)C(c2ccccc2)n2nnnc2N1. The result is 1 (inhibitor). (4) The molecule is CC(=O)Nc1ccc(C2=NN(CC#N)C(=O)SC2)cc1. The result is 0 (non-inhibitor). (5) The compound is O=C(c1cccc(F)c1)N1CCC2(CCCN(c3ccccc3)C2)CC1. The result is 1 (inhibitor). (6) The molecule is O=C1CC(c2cccc(F)c2)SC(N(c2ccccc2)c2ccccc2)=N1. The result is 1 (inhibitor). (7) The compound is COc1ccc(CNC(=O)/C=C/c2ccc(OCCCF)cc2)cc1. The result is 0 (non-inhibitor). (8) The compound is O=C(O)c1cc(C(=O)O)nc(C(=O)O)c1. The result is 0 (non-inhibitor).